Predict the reactants needed to synthesize the given product. From a dataset of Full USPTO retrosynthesis dataset with 1.9M reactions from patents (1976-2016). (1) Given the product [Cl:21][C:22]1[N:27]=[C:26]([O:1][C:2]2[CH:3]=[C:4]3[C:9](=[CH:10][CH:11]=2)[C:8]([C:12]([OH:14])=[O:13])=[CH:7][CH:6]=[CH:5]3)[CH:25]=[CH:24][N:23]=1, predict the reactants needed to synthesize it. The reactants are: [OH:1][C:2]1[CH:3]=[C:4]2[C:9](=[CH:10][CH:11]=1)[C:8]([C:12]([OH:14])=[O:13])=[CH:7][CH:6]=[CH:5]2.C([O-])([O-])=O.[Cs+].[Cs+].[Cl:21][C:22]1[N:27]=[C:26](Cl)[CH:25]=[CH:24][N:23]=1.CCOC(C)=O. (2) Given the product [C:1]([O:5][C:6]1[CH:24]=[CH:23][C:22]([C:25]([F:26])([F:27])[F:28])=[CH:21][C:7]=1[CH2:8][NH:9][C:10]([C:12]1([CH:18]([OH:20])[CH3:19])[CH2:16][CH2:15][CH:14]([OH:17])[CH2:13]1)=[O:11])([CH3:2])([CH3:3])[CH3:4], predict the reactants needed to synthesize it. The reactants are: [C:1]([O:5][C:6]1[CH:24]=[CH:23][C:22]([C:25]([F:28])([F:27])[F:26])=[CH:21][C:7]=1[CH2:8][NH:9][C:10]([C:12]1([CH:18]([OH:20])[CH3:19])[CH2:16][CH2:15][C:14](=[O:17])[CH2:13]1)=[O:11])([CH3:4])([CH3:3])[CH3:2].[BH4-].[Na+]. (3) The reactants are: Br[C:2]1[CH:7]=[CH:6][N:5]2[CH:8]=[C:9]([C:11]3[CH:16]=[CH:15][C:14]([O:17][CH3:18])=[CH:13][CH:12]=3)[N:10]=[C:4]2[CH:3]=1.Cl.[F:20][CH2:21][CH2:22][CH2:23][NH2:24]. Given the product [F:20][CH2:21][CH2:22][CH2:23][NH:24][C:2]1[CH:7]=[CH:6][N:5]2[CH:8]=[C:9]([C:11]3[CH:16]=[CH:15][C:14]([O:17][CH3:18])=[CH:13][CH:12]=3)[N:10]=[C:4]2[CH:3]=1, predict the reactants needed to synthesize it. (4) Given the product [Br:24][C:25]1[C:26](=[O:42])[N:27]([CH2:6][S:7]([NH:4][CH:1]([CH3:3])[CH3:2])(=[O:9])=[O:8])[N:28]=[CH:29][C:30]=1[NH:31][C@@H:32]1[CH2:37][C@@H:36]2[CH2:38][C@@H:34]([C:35]2([CH3:40])[CH3:39])[C@H:33]1[CH3:41], predict the reactants needed to synthesize it. The reactants are: [CH:1]([NH2:4])([CH3:3])[CH3:2].Cl[CH2:6][S:7](Cl)(=[O:9])=[O:8].C(N(CC)CC)C.C(=O)([O-])[O-].[K+].[K+].[Br:24][C:25]1[C:26](=[O:42])[NH:27][N:28]=[CH:29][C:30]=1[NH:31][C@@H:32]1[CH2:37][C@@H:36]2[CH2:38][C@@H:34]([C:35]2([CH3:40])[CH3:39])[C@H:33]1[CH3:41].[Cl-].[NH4+].